From a dataset of Full USPTO retrosynthesis dataset with 1.9M reactions from patents (1976-2016). Predict the reactants needed to synthesize the given product. (1) The reactants are: [NH2:1][C:2]1[CH:27]=[CH:26][C:5]([O:6][C:7]2[CH:22]=[CH:21][C:10]([C:11]([NH:13][C:14]3[CH:19]=[CH:18][C:17]([Br:20])=[CH:16][CH:15]=3)=[O:12])=[CH:9][C:8]=2[N+:23]([O-:25])=[O:24])=[CH:4][CH:3]=1.N1C=CC=CC=1.Cl[C:35]([O:37][CH2:38][C:39]([Cl:42])([Cl:41])[Cl:40])=[O:36]. Given the product [Cl:40][C:39]([Cl:42])([Cl:41])[CH2:38][O:37][C:35](=[O:36])[NH:1][C:2]1[CH:27]=[CH:26][C:5]([O:6][C:7]2[CH:22]=[CH:21][C:10]([C:11](=[O:12])[NH:13][C:14]3[CH:19]=[CH:18][C:17]([Br:20])=[CH:16][CH:15]=3)=[CH:9][C:8]=2[N+:23]([O-:25])=[O:24])=[CH:4][CH:3]=1, predict the reactants needed to synthesize it. (2) The reactants are: [I:1][C:2]1[CH:3]=[C:4]2[C:9](=[CH:10][CH:11]=1)[NH:8][CH:7]=[N:6][C:5]2=[O:12].[H-].[Na+].Cl[CH2:16][C:17]1[CH:22]=[CH:21][C:20]([O:23][CH3:24])=[CH:19][CH:18]=1.O. Given the product [I:1][C:2]1[CH:3]=[C:4]2[C:9](=[CH:10][CH:11]=1)[N:8]=[CH:7][N:6]([CH2:16][C:17]1[CH:22]=[CH:21][C:20]([O:23][CH3:24])=[CH:19][CH:18]=1)[C:5]2=[O:12], predict the reactants needed to synthesize it. (3) The reactants are: [N+:1]([C:4]1S[CH:6]=[CH:7][CH:8]=1)([O-])=O.ClS(O)(=O)=O.S(Cl)([O-])(=O)=O.[N+]([C:22]1[CH:26]=[CH:25]S[C:23]=1S(Cl)(=O)=O)([O-])=O.[CH:31](Cl)(Cl)Cl. Given the product [NH:1]1[C:31]2[C:6](=[CH:23][CH:22]=[CH:26][CH:25]=2)[CH2:7][CH2:8][CH2:4]1, predict the reactants needed to synthesize it. (4) The reactants are: [F:1][C:2]1[CH:9]=[CH:8][CH:7]=[C:6]([F:10])[C:3]=1[CH2:4]Br.[N-:11]=[N+:12]=[N-:13].[Na+].[N-]=[N+]=[N-].[C:18]([O:22]C)(=O)[C:19]#[CH:20].[NH3:24]. Given the product [CH:8]1[CH:7]=[C:6]([F:10])[C:3]([CH2:4][N:13]2[N:12]=[N:11][C:19]([C:18]([NH2:24])=[O:22])=[CH:20]2)=[C:2]([F:1])[CH:9]=1, predict the reactants needed to synthesize it. (5) Given the product [C:27]([O:26][C:31]([N:33]1[CH2:38][CH2:37][C:36](=[CH:10][C:7]2[CH:6]=[CH:5][C:4]([C:3]([O:2][CH3:1])=[O:17])=[CH:9][CH:8]=2)[CH2:35][CH2:34]1)=[O:32])([CH3:30])([CH3:28])[CH3:29], predict the reactants needed to synthesize it. The reactants are: [CH3:1][O:2][C:3](=[O:17])[C:4]1[CH:9]=[CH:8][C:7]([CH2:10]P(OC)(OC)=O)=[CH:6][CH:5]=1.C([N-]C(C)C)(C)C.[Li+].[O:26]([C:31]([N:33]1[CH2:38][CH2:37][C:36](=O)[CH2:35][CH2:34]1)=[O:32])[C:27]([CH3:30])([CH3:29])[CH3:28].O. (6) Given the product [C:1]1([S:7]([N:10]2[C:14]3[CH:15]=[N:16][C:17]([C:21]#[N:22])=[C:18]([CH2:19][CH3:20])[C:13]=3[C:12]3[CH:23]=[CH:24][CH:25]=[N:26][C:11]2=3)(=[O:9])=[O:8])[CH:2]=[CH:3][CH:4]=[CH:5][CH:6]=1, predict the reactants needed to synthesize it. The reactants are: [C:1]1([S:7]([N:10]2[C:14]3[CH:15]=[N:16][C:17]([C:21]#[N:22])=[C:18]([CH:19]=[CH2:20])[C:13]=3[C:12]3[CH:23]=[CH:24][CH:25]=[N:26][C:11]2=3)(=[O:9])=[O:8])[CH:6]=[CH:5][CH:4]=[CH:3][CH:2]=1.